Predict the product of the given reaction. From a dataset of Forward reaction prediction with 1.9M reactions from USPTO patents (1976-2016). Given the reactants [NH2:1][C:2]1[C:7]([C:8]([OH:10])=[O:9])=[CH:6][N:5]=[CH:4][CH:3]=1.C(O)(=O)C.[Br:15]Br, predict the reaction product. The product is: [NH2:1][C:2]1[C:7]([C:8]([OH:10])=[O:9])=[CH:6][N:5]=[CH:4][C:3]=1[Br:15].